Dataset: Full USPTO retrosynthesis dataset with 1.9M reactions from patents (1976-2016). Task: Predict the reactants needed to synthesize the given product. (1) Given the product [N+:11]([C:6]1[CH:7]=[CH:8][CH:9]=[CH:10][C:5]=1[C:3]1[N:14]=[C:15]2[N:20]=[CH:19][CH:18]=[CH:17][N:16]2[CH:2]=1)([O-:13])=[O:12], predict the reactants needed to synthesize it. The reactants are: Br[CH2:2][C:3]([C:5]1[CH:10]=[CH:9][CH:8]=[CH:7][C:6]=1[N+:11]([O-:13])=[O:12])=O.[NH2:14][C:15]1[N:20]=[CH:19][CH:18]=[CH:17][N:16]=1. (2) Given the product [CH3:13][N:10]1[CH2:11][CH2:12][C:7]([CH2:20][O:21][CH2:22][C:23]2[C:31]3[N:30]=[CH:29][NH:28][C:27]=3[CH:26]=[C:25]([C:40]([F:42])([F:41])[F:43])[CH:24]=2)([C:1]2[CH:2]=[CH:3][CH:4]=[CH:5][CH:6]=2)[CH2:8][CH2:9]1.[C:46]([OH:48])([C:45]([F:50])([F:49])[F:44])=[O:47], predict the reactants needed to synthesize it. The reactants are: [C:1]1([C:7]2([CH2:20][O:21][CH2:22][C:23]3[C:31]4[N:30]=[CH:29][N:28](COCC[Si](C)(C)C)[C:27]=4[CH:26]=[C:25]([C:40]([F:43])([F:42])[F:41])[CH:24]=3)[CH2:12][CH2:11][N:10]([C:13](OC(C)(C)C)=O)[CH2:9][CH2:8]2)[CH:6]=[CH:5][CH:4]=[CH:3][CH:2]=1.[F:44][C:45]([F:50])([F:49])[C:46]([OH:48])=[O:47].O.C=O.C([BH3-])#N.[Na+]. (3) Given the product [C:6]([C:5]1[CH:4]=[C:3]([CH2:2][S:12]([NH:24][CH3:23])(=[O:14])=[O:11])[CH:10]=[CH:9][CH:8]=1)#[N:7], predict the reactants needed to synthesize it. The reactants are: Br[CH2:2][C:3]1[CH:4]=[C:5]([CH:8]=[CH:9][CH:10]=1)[C:6]#[N:7].[O-:11][S:12]([O-:14])=O.[Na+].[Na+].C(Cl)(=O)C(Cl)=O.[CH3:23][NH2:24]. (4) Given the product [N+:10]([C:6]1[C:5]2[NH:23][CH2:22][CH2:21][NH:24][C:3](=[O:14])[C:4]=2[CH:9]=[CH:8][CH:7]=1)([O-:12])=[O:11], predict the reactants needed to synthesize it. The reactants are: CO[C:3](=[O:14])[C:4]1[CH:9]=[CH:8][CH:7]=[C:6]([N+:10]([O-:12])=[O:11])[C:5]=1Cl.C([O-])([O-])=O.[Na+].[Na+].[CH2:21]([NH2:24])[CH2:22][NH2:23]. (5) Given the product [Cl:24][C:4]1[CH:3]=[C:2]([C:29]2[CH:30]=[CH:31][C:26]([Cl:25])=[CH:27][CH:28]=2)[CH:7]=[C:6]([CH3:8])[C:5]=1[C:9]1[C:10](=[O:23])[N:11]([CH3:22])[C:12]2([CH2:19][CH2:18][N:17]([O:20][CH3:21])[CH2:16][CH2:15]2)[C:13]=1[OH:14], predict the reactants needed to synthesize it. The reactants are: Br[C:2]1[CH:7]=[C:6]([CH3:8])[C:5]([C:9]2[C:10](=[O:23])[N:11]([CH3:22])[C:12]3([CH2:19][CH2:18][N:17]([O:20][CH3:21])[CH2:16][CH2:15]3)[C:13]=2[OH:14])=[C:4]([Cl:24])[CH:3]=1.[Cl:25][C:26]1[CH:31]=[CH:30][C:29](B(O)O)=[CH:28][CH:27]=1.C(=O)([O-])[O-].[Na+].[Na+].Cl. (6) Given the product [CH3:53][O:52][C:50](=[O:51])[NH:49][CH:45]([C:44]([N:40]1[CH2:41][CH2:42][CH2:43][CH:39]1[C:36]1[NH:35][C:34]([C:29]2[CH:28]=[CH:27][C:26]3[C:31](=[CH:32][CH:33]=[C:24]([C:21]4[CH:22]=[CH:23][C:18]([C:15]5[NH:14][C:13]([CH:9]6[CH2:10][CH2:11][CH2:12][N:8]6[C:62](=[O:63])[CH:61]([NH:60][C:58]([O:57][CH3:56])=[O:59])[C:65]6[CH:70]=[CH:69][CH:68]=[CH:67][N:66]=6)=[N:17][CH:16]=5)=[CH:19][CH:20]=4)[CH:25]=3)[CH:30]=2)=[CH:38][N:37]=1)=[O:54])[CH:46]([CH3:47])[CH3:48], predict the reactants needed to synthesize it. The reactants are: C(OC([N:8]1[CH2:12][CH2:11][CH2:10][CH:9]1[C:13]1[NH:14][C:15]([C:18]2[CH:23]=[CH:22][C:21]([C:24]3[CH:33]=[CH:32][C:31]4[C:26](=[CH:27][CH:28]=[C:29]([C:34]5[NH:35][C:36]([CH:39]6[CH2:43][CH2:42][CH2:41][N:40]6[C:44](=[O:54])[CH:45]([NH:49][C:50]([O:52][CH3:53])=[O:51])[CH:46]([CH3:48])[CH3:47])=[N:37][CH:38]=5)[CH:30]=4)[CH:25]=3)=[CH:20][CH:19]=2)=[CH:16][N:17]=1)=O)(C)(C)C.Cl.[CH3:56][O:57][C:58]([NH:60][CH:61]([C:65]1[CH:70]=[CH:69][CH:68]=[CH:67][N:66]=1)[C:62](O)=[O:63])=[O:59].CN(C(ON1N=NC2C=CC=NC1=2)=[N+](C)C)C.F[P-](F)(F)(F)(F)F.CCN(C(C)C)C(C)C.[Li+].[OH-].